Predict which catalyst facilitates the given reaction. From a dataset of Catalyst prediction with 721,799 reactions and 888 catalyst types from USPTO. Reactant: CN(C(ON1N=NC2C=CC=NC1=2)=[N+](C)C)C.F[P-](F)(F)(F)(F)F.[CH3:25][N:26]([CH3:39])[C:27]1[CH:35]=[C:34]([N+:36]([O-:38])=[O:37])[CH:33]=[CH:32][C:28]=1[C:29]([OH:31])=O.[O:40]1[CH2:45][CH2:44][N:43]([CH2:46][CH2:47][NH2:48])[CH2:42][CH2:41]1.CCN(C(C)C)C(C)C. Product: [CH3:39][N:26]([CH3:25])[C:27]1[CH:35]=[C:34]([N+:36]([O-:38])=[O:37])[CH:33]=[CH:32][C:28]=1[C:29]([NH:48][CH2:47][CH2:46][N:43]1[CH2:44][CH2:45][O:40][CH2:41][CH2:42]1)=[O:31]. The catalyst class is: 18.